This data is from NCI-60 drug combinations with 297,098 pairs across 59 cell lines. The task is: Regression. Given two drug SMILES strings and cell line genomic features, predict the synergy score measuring deviation from expected non-interaction effect. Drug 1: C1CCC(C1)C(CC#N)N2C=C(C=N2)C3=C4C=CNC4=NC=N3. Drug 2: CCN(CC)CCNC(=O)C1=C(NC(=C1C)C=C2C3=C(C=CC(=C3)F)NC2=O)C. Cell line: 786-0. Synergy scores: CSS=-1.08, Synergy_ZIP=0.438, Synergy_Bliss=1.07, Synergy_Loewe=-3.01, Synergy_HSA=-2.20.